Dataset: Reaction yield outcomes from USPTO patents with 853,638 reactions. Task: Predict the reaction yield, written as a fraction of the theoretical maximum amount of product (1.0 means a 100% yield; for example, 0.34 means a 34% yield). (1) The catalyst is C1COCC1. The product is [CH2:9]([NH:11][C:12]([NH:1][C:2]1[CH:7]=[CH:6][C:5]([NH2:8])=[CH:4][CH:3]=1)=[O:13])[CH3:10]. The yield is 0.620. The reactants are [NH2:1][C:2]1[CH:7]=[CH:6][C:5]([NH2:8])=[CH:4][CH:3]=1.[CH2:9]([N:11]=[C:12]=[O:13])[CH3:10].C(=O)([O-])[O-].[K+].[K+]. (2) The reactants are [N+:1]([C:4]1[CH:9]=[CH:8][C:7]([C:10]2[CH:15]=[CH:14][C:13]([S:16]([NH:19][C@H:20]([C:24]([O:26][CH3:27])=[O:25])[CH:21]([CH3:23])[CH3:22])(=[O:18])=[O:17])=[CH:12][CH:11]=2)=[CH:6][CH:5]=1)([O-])=O.Cl.[CH2:29](O)C. The catalyst is [Fe]. The product is [NH2:1][C:4]1[CH:9]=[CH:8][C:7]([C:10]2[CH:15]=[CH:14][C:13]([S:16]([N:19]([CH3:29])[C@H:20]([C:24]([O:26][CH3:27])=[O:25])[CH:21]([CH3:23])[CH3:22])(=[O:18])=[O:17])=[CH:12][CH:11]=2)=[CH:6][CH:5]=1. The yield is 0.690. (3) The reactants are C([NH:4][C:5]1[N:6]=[C:7]2[C:12](=[CH:13][CH:14]=1)[N:11]=[CH:10][C:9]([C:15]#[N:16])=[C:8]2Cl)(=O)C.[Br:18][C:19]1[CH:20]=[C:21]([CH:23]=[CH:24][CH:25]=1)[NH2:22].Cl.N1C=CC=CC=1. The catalyst is C(OC(O)C)C. The product is [NH2:4][C:5]1[N:6]=[C:7]2[C:12](=[CH:13][CH:14]=1)[N:11]=[CH:10][C:9]([C:15]#[N:16])=[C:8]2[NH:22][C:21]1[CH:23]=[CH:24][CH:25]=[C:19]([Br:18])[CH:20]=1. The yield is 0.560. (4) The reactants are [N+:1]([C:4]1[CH:19]=[CH:18][C:17]([O:20][CH3:21])=[CH:16][C:5]=1[C:6]([NH:8][C:9]1[CH:14]=[CH:13][C:12]([Cl:15])=[CH:11][N:10]=1)=[O:7])([O-])=O.[H][H]. The product is [NH2:1][C:4]1[CH:19]=[CH:18][C:17]([O:20][CH3:21])=[CH:16][C:5]=1[C:6]([NH:8][C:9]1[CH:14]=[CH:13][C:12]([Cl:15])=[CH:11][N:10]=1)=[O:7]. The yield is 0.895. The catalyst is [C].[Pt].ClCCl. (5) The reactants are [CH2:1]([C:3]1[CH:8]=[CH:7][C:6](B(O)O)=[CH:5][CH:4]=1)[CH3:2].Br[C:13]1[S:17][C:16]([S:18]([N:21]2[CH:25]=[CH:24][CH:23]=[CH:22]2)(=[O:20])=[O:19])=[CH:15][CH:14]=1. No catalyst specified. The product is [CH2:1]([C:3]1[CH:8]=[CH:7][C:6]([C:13]2[S:17][C:16]([S:18]([N:21]3[CH:25]=[CH:24][CH:23]=[CH:22]3)(=[O:19])=[O:20])=[CH:15][CH:14]=2)=[CH:5][CH:4]=1)[CH3:2]. The yield is 0.810. (6) The reactants are [O:1]=[C:2]1[C:10]2([CH2:15][CH2:14][CH2:13][CH2:12][CH2:11]2)[C:9]2[C:4](=[CH:5][CH:6]=[C:7]([C:16]3[CH:17]=[C:18]([CH:21]=[C:22]([F:24])[CH:23]=3)[C:19]#[N:20])[CH:8]=2)[NH:3]1.[CH2:25]([O:27][CH:28](OCC)[O:29][CH2:30][CH3:31])[CH3:26]. No catalyst specified. The product is [CH2:25]([O:27][CH:28]([O:29][CH2:30][CH3:31])[N:3]1[C:4]2[C:9](=[CH:8][C:7]([C:16]3[CH:17]=[C:18]([CH:21]=[C:22]([F:24])[CH:23]=3)[C:19]#[N:20])=[CH:6][CH:5]=2)[C:10]2([CH2:11][CH2:12][CH2:13][CH2:14][CH2:15]2)[C:2]1=[O:1])[CH3:26]. The yield is 0.560.